Dataset: Peptide-MHC class I binding affinity with 185,985 pairs from IEDB/IMGT. Task: Regression. Given a peptide amino acid sequence and an MHC pseudo amino acid sequence, predict their binding affinity value. This is MHC class I binding data. The peptide sequence is ATISYRIKL. The MHC is HLA-A31:01 with pseudo-sequence HLA-A31:01. The binding affinity (normalized) is 0.0847.